This data is from Forward reaction prediction with 1.9M reactions from USPTO patents (1976-2016). The task is: Predict the product of the given reaction. (1) Given the reactants C[O:2][C:3]([CH:5]1[CH2:9][CH2:8][C:7]2([CH2:14][CH2:13][N:12]([C:15]([O:17][C:18]([CH3:21])([CH3:20])[CH3:19])=[O:16])[CH2:11][CH2:10]2)[C:6]1=O)=O.[NH2:23][NH2:24], predict the reaction product. The product is: [C:18]([O:17][C:15]([N:12]1[CH2:13][CH2:14][C:7]2([C:6]3[NH:24][NH:23][C:3](=[O:2])[C:5]=3[CH2:9][CH2:8]2)[CH2:10][CH2:11]1)=[O:16])([CH3:21])([CH3:20])[CH3:19]. (2) Given the reactants [Li]CCCC.C[Si](C)(C)[C:8]1[S:9][CH:10]=[CH:11][N:12]=1.[CH2:15]([O:22][C:23]1[CH:28]=[C:27](I)[CH:26]=[CH:25][C:24]=1[N:30]1[S:34](=[O:36])(=[O:35])[N:33]([CH2:37][CH2:38][Si:39]([CH3:42])([CH3:41])[CH3:40])[C:32](=[O:43])[CH2:31]1)[C:16]1[CH:21]=[CH:20][CH:19]=[CH:18][CH:17]=1, predict the reaction product. The product is: [CH2:15]([O:22][C:23]1[CH:28]=[C:27]([C:8]2[S:9][CH:10]=[CH:11][N:12]=2)[CH:26]=[CH:25][C:24]=1[N:30]1[S:34](=[O:35])(=[O:36])[N:33]([CH2:37][CH2:38][Si:39]([CH3:41])([CH3:40])[CH3:42])[C:32](=[O:43])[CH2:31]1)[C:16]1[CH:17]=[CH:18][CH:19]=[CH:20][CH:21]=1. (3) Given the reactants [OH:1][CH2:2][C@H:3]([NH:14][C:15]([C:17]1[CH:18]=[C:19]([C:27]#[C:28]C2C=CC(C(O)=O)=CC=2)[CH:20]=[CH:21][C:22]=1[O:23][CH:24]([CH3:26])[CH3:25])=[O:16])[CH2:4][C:5]1[C:13]2[C:8](=[CH:9][CH:10]=[CH:11][CH:12]=2)[NH:7][CH:6]=1.[NH2:38][C:39]1[CH:40]=[N:41][CH:42]=[CH:43][CH:44]=1.CN(C(ON1N=N[C:55]2[CH:56]=[CH:57][CH:58]=N[C:54]1=2)=[N+](C)C)C.F[P-](F)(F)(F)(F)F.CN1[CH2:75][CH2:74][O:73]CC1, predict the reaction product. The product is: [OH:1][CH2:2][C@H:3]([NH:14][C:15](=[O:16])[C:17]1[CH:18]=[C:19]([C:27]#[C:28][C:55]2[CH:56]=[CH:57][CH:58]=[C:75]([C:74](=[O:73])[NH:38][C:39]3[CH:40]=[N:41][CH:42]=[CH:43][CH:44]=3)[CH:54]=2)[CH:20]=[CH:21][C:22]=1[O:23][CH:24]([CH3:26])[CH3:25])[CH2:4][C:5]1[C:13]2[C:8](=[CH:9][CH:10]=[CH:11][CH:12]=2)[NH:7][CH:6]=1.